From a dataset of Peptide-MHC class I binding affinity with 185,985 pairs from IEDB/IMGT. Regression. Given a peptide amino acid sequence and an MHC pseudo amino acid sequence, predict their binding affinity value. This is MHC class I binding data. The peptide sequence is WDAIRFRYCA. The MHC is Mamu-B01 with pseudo-sequence Mamu-B01. The binding affinity (normalized) is 0.